From a dataset of Peptide-MHC class I binding affinity with 185,985 pairs from IEDB/IMGT. Regression. Given a peptide amino acid sequence and an MHC pseudo amino acid sequence, predict their binding affinity value. This is MHC class I binding data. (1) The peptide sequence is LRIQSLMEM. The MHC is HLA-B15:01 with pseudo-sequence HLA-B15:01. The binding affinity (normalized) is 0. (2) The peptide sequence is FLSHHFTLV. The MHC is HLA-A68:02 with pseudo-sequence HLA-A68:02. The binding affinity (normalized) is 0.427.